This data is from Peptide-MHC class I binding affinity with 185,985 pairs from IEDB/IMGT. The task is: Regression. Given a peptide amino acid sequence and an MHC pseudo amino acid sequence, predict their binding affinity value. This is MHC class I binding data. (1) The peptide sequence is SVGTGILFM. The MHC is HLA-A02:06 with pseudo-sequence HLA-A02:06. The binding affinity (normalized) is 0.0872. (2) The peptide sequence is EISTNIRQA. The MHC is HLA-B53:01 with pseudo-sequence HLA-B53:01. The binding affinity (normalized) is 0. (3) The peptide sequence is TIAGGVCYY. The MHC is HLA-A02:02 with pseudo-sequence HLA-A02:02. The binding affinity (normalized) is 0.0598. (4) The peptide sequence is TAPPEDPAVDL. The MHC is Mamu-B08 with pseudo-sequence Mamu-B08. The binding affinity (normalized) is 0. (5) The peptide sequence is YEAMYTPHT. The MHC is HLA-B18:01 with pseudo-sequence HLA-B18:01. The binding affinity (normalized) is 0.267. (6) The peptide sequence is RQGLELTL. The MHC is Mamu-A07 with pseudo-sequence Mamu-A07. The binding affinity (normalized) is 0.